Task: Predict which catalyst facilitates the given reaction.. Dataset: Catalyst prediction with 721,799 reactions and 888 catalyst types from USPTO (1) Reactant: C([O:8][C:9]1[CH:10]=[N:11][CH:12]=[CH:13][C:14]=1[C:15]1[N:27]([CH3:28])[C:18]2=[N:19][CH:20]=[C:21]([C:23]([F:26])([F:25])[F:24])[CH:22]=[C:17]2[N:16]=1)C1C=CC=CC=1. Product: [CH3:28][N:27]1[C:18]2=[N:19][CH:20]=[C:21]([C:23]([F:26])([F:24])[F:25])[CH:22]=[C:17]2[N:16]=[C:15]1[C:14]1[CH:13]=[CH:12][N:11]=[CH:10][C:9]=1[OH:8]. The catalyst class is: 63. (2) Reactant: Br[C:2]1[CH:3]=[C:4]([NH:8][CH:9]([C:13]2[CH:18]=[CH:17][CH:16]=[CH:15][CH:14]=2)[C:10]([NH2:12])=[O:11])[CH:5]=[N:6][CH:7]=1.C([O-])([O-])=O.[K+].[K+].[NH:25]1[C:33]2[C:28](=[CH:29][C:30](B3OC(C)(C)C(C)(C)O3)=[CH:31][CH:32]=2)[CH:27]=[N:26]1. Product: [NH:25]1[C:33]2[C:28](=[CH:29][C:30]([C:2]3[CH:3]=[C:4]([NH:8][CH:9]([C:13]4[CH:18]=[CH:17][CH:16]=[CH:15][CH:14]=4)[C:10]([NH2:12])=[O:11])[CH:5]=[N:6][CH:7]=3)=[CH:31][CH:32]=2)[CH:27]=[N:26]1. The catalyst class is: 108. (3) Reactant: [Li]CC[CH2:4][CH3:5].[F:6][C:7]1[CH:12]=[CH:11][CH:10]=[CH:9][C:8]=1[F:13].O1[CH2:18][CH2:17]CC1.C[Si:20](Cl)([CH3:22])C.[C:24](OC)(C)(C)C. Product: [F:6][C:7]1[CH:12]=[CH:11][CH:10]=[C:9]([Si:20]([CH2:4][CH3:5])([CH2:17][CH3:18])[CH2:22][CH3:24])[C:8]=1[F:13]. The catalyst class is: 6. (4) Product: [CH2:14]([C:2]1[CH:11]=[CH:10][C:5]2[C:6](=[O:9])[O:7][CH2:8][C:4]=2[CH:3]=1)[CH:13]=[CH2:12]. The catalyst class is: 109. Reactant: Br[C:2]1[CH:11]=[CH:10][C:5]2[C:6](=[O:9])[O:7][CH2:8][C:4]=2[CH:3]=1.[CH2:12]([Sn](CCCC)(CCCC)CCCC)[CH:13]=[CH2:14].[Cl-].[Li+].